Dataset: Reaction yield outcomes from USPTO patents with 853,638 reactions. Task: Predict the reaction yield, written as a fraction of the theoretical maximum amount of product (1.0 means a 100% yield; for example, 0.34 means a 34% yield). The yield is 0.460. No catalyst specified. The product is [Br:1][C:2]1[CH:3]=[C:4]([N:8]2[C:16]3[CH:15]=[C:14]([N:21]4[CH2:25][CH2:24][CH2:23][CH2:22]4)[N:13]=[CH:12][C:11]=3[C:10]([C:18]([NH2:20])=[O:19])=[N:9]2)[CH:5]=[CH:6][CH:7]=1. The reactants are [Br:1][C:2]1[CH:3]=[C:4]([N:8]2[C:16]3[CH:15]=[C:14](Cl)[N:13]=[CH:12][C:11]=3[C:10]([C:18]([NH2:20])=[O:19])=[N:9]2)[CH:5]=[CH:6][CH:7]=1.[NH:21]1[CH2:25][CH2:24][CH2:23][CH2:22]1.